From a dataset of NCI-60 drug combinations with 297,098 pairs across 59 cell lines. Regression. Given two drug SMILES strings and cell line genomic features, predict the synergy score measuring deviation from expected non-interaction effect. Drug 1: C1=C(C(=O)NC(=O)N1)N(CCCl)CCCl. Drug 2: CN(CC1=CN=C2C(=N1)C(=NC(=N2)N)N)C3=CC=C(C=C3)C(=O)NC(CCC(=O)O)C(=O)O. Cell line: UO-31. Synergy scores: CSS=22.7, Synergy_ZIP=-15.0, Synergy_Bliss=-10.1, Synergy_Loewe=-6.97, Synergy_HSA=-5.07.